This data is from Full USPTO retrosynthesis dataset with 1.9M reactions from patents (1976-2016). The task is: Predict the reactants needed to synthesize the given product. Given the product [F:1][C:2]1[CH:3]=[CH:4][C:5]([C:8]2[CH:9]=[CH:10][C:11]([N:14]3[C:22]4[C:21]([OH:23])=[C:20]([C:24]#[N:25])[C:19](=[O:26])[N:18]([CH3:33])[C:17]=4[CH:16]=[CH:15]3)=[CH:12][CH:13]=2)=[CH:6][CH:7]=1, predict the reactants needed to synthesize it. The reactants are: [F:1][C:2]1[CH:7]=[CH:6][C:5]([C:8]2[CH:13]=[CH:12][C:11]([N:14]3[C:22]4[C:21]([OH:23])=[C:20]([C:24]#[N:25])[C:19](=[O:26])[NH:18][C:17]=4[CH:16]=[CH:15]3)=[CH:10][CH:9]=2)=[CH:4][CH:3]=1.[H-].[Na+].[H][H].CI.[C:33](NC1C=C(Cl)N(C2C=CC(Br)=CC=2)C=1C(OCC)=O)(=O)C.